This data is from Reaction yield outcomes from USPTO patents with 853,638 reactions. The task is: Predict the reaction yield, written as a fraction of the theoretical maximum amount of product (1.0 means a 100% yield; for example, 0.34 means a 34% yield). (1) The reactants are [C:1]([C:5]1[CH:6]=[C:7]([NH:18][C:19]([NH:21][C:22]2[CH:27]=[CH:26][C:25]([O:28][C:29]3[CH:34]=[CH:33][N:32]=[C:31]([C:35]#[N:36])[CH:30]=3)=[CH:24][CH:23]=2)=[O:20])[N:8]([C:10]2[CH:15]=[C:14]([F:16])[CH:13]=[C:12]([F:17])[CH:11]=2)[N:9]=1)([CH3:4])([CH3:3])[CH3:2].C([O-])([O-])=[O:38].C([O-])([O-])=O.OO.OO.OO.[Na+].[Na+].[Na+].[Na+].OO. The catalyst is CC(C)=O.O. The product is [C:1]([C:5]1[CH:6]=[C:7]([NH:18][C:19](=[O:20])[NH:21][C:22]2[CH:23]=[CH:24][C:25]([O:28][C:29]3[CH:34]=[CH:33][N:32]=[C:31]([C:35]([NH2:36])=[O:38])[CH:30]=3)=[CH:26][CH:27]=2)[N:8]([C:10]2[CH:15]=[C:14]([F:16])[CH:13]=[C:12]([F:17])[CH:11]=2)[N:9]=1)([CH3:4])([CH3:2])[CH3:3]. The yield is 0.0560. (2) The reactants are [CH2:1]([NH:3][C:4]1[CH:9]=[CH:8][CH:7]=[CH:6][CH:5]=1)[CH3:2].[H-].[Na+].[C:12]([O:15][CH2:16]Br)(=[O:14])[CH3:13]. The catalyst is COCCOC. The product is [CH2:1]([N:3]([C:4]1[CH:9]=[CH:8][CH:7]=[CH:6][CH:5]=1)[CH2:13][C:12]([O:15][CH3:16])=[O:14])[CH3:2]. The yield is 0.960. (3) The reactants are [ClH:1].[NH2:2][C:3]1[NH:4][CH:5]=[C:6]([CH2:8][CH2:9][CH2:10][NH:11][C:12]([C:14]2[NH:15][CH:16]=[CH:17][CH:18]=2)=[O:13])[N:7]=1.[ClH:19].Cl.NCCCC1N=C(N)NC=1. No catalyst specified. The product is [ClH:1].[NH2:2][C:3]1[NH:4][CH:5]=[C:6]([CH2:8][CH2:9][CH2:10][NH:11][C:12]([C:14]2[NH:15][C:16]([Cl:19])=[C:17]([Cl:1])[CH:18]=2)=[O:13])[N:7]=1. The yield is 0.650. (4) The reactants are [C:1]1([C:7]2[C:8]([CH2:13][C:14]([NH2:16])=[NH:15])=[N:9][CH:10]=[CH:11][CH:12]=2)[CH:6]=[CH:5][CH:4]=[CH:3][CH:2]=1.[C:17]([O:21][C:22](=[O:37])/[C:23](/O)=[C:24](\[O:28][CH2:29][C:30]1[CH:35]=[CH:34][CH:33]=[CH:32][CH:31]=1)/[C:25](O)=[O:26])([CH3:20])([CH3:19])[CH3:18].C[O-].[Na+].C(OCC)(=O)C. The catalyst is CO.CCCCCC. The product is [C:17]([O:21][C:22]([C:23]1[C:24]([O:28][CH2:29][C:30]2[CH:35]=[CH:34][CH:33]=[CH:32][CH:31]=2)=[C:25]([OH:26])[N:16]=[C:14]([CH2:13][C:8]2[C:7]([C:1]3[CH:2]=[CH:3][CH:4]=[CH:5][CH:6]=3)=[CH:12][CH:11]=[CH:10][N:9]=2)[N:15]=1)=[O:37])([CH3:20])([CH3:18])[CH3:19]. The yield is 0.481. (5) The reactants are [F:1][C:2]1[CH:3]=[C:4]([C:10](=O)[CH2:11][C:12]#[N:13])[CH:5]=[CH:6][C:7]=1[O:8][CH3:9].[NH2:15][NH2:16]. The catalyst is C(O)C. The product is [F:1][C:2]1[CH:3]=[C:4]([C:10]2[CH:11]=[C:12]([NH2:13])[NH:16][N:15]=2)[CH:5]=[CH:6][C:7]=1[O:8][CH3:9]. The yield is 1.00. (6) The reactants are [OH:1][C:2]1[CH:10]=[C:9]([NH:11][S:12]([C:15]2[C:19]([Cl:20])=[C:18]([Cl:21])[S:17][C:16]=2[Cl:22])(=[O:14])=[O:13])[CH:8]=[CH:7][C:3]=1[C:4]([OH:6])=[O:5].[CH3:23][N:24]1[CH2:29][CH2:28][CH:27](O)[CH2:26][CH2:25]1. No catalyst specified. The product is [OH:1][C:2]1[CH:10]=[C:9]([NH:11][S:12]([C:15]2[C:19]([Cl:20])=[C:18]([Cl:21])[S:17][C:16]=2[Cl:22])(=[O:14])=[O:13])[CH:8]=[CH:7][C:3]=1[C:4]([O:6][CH:27]1[CH2:28][CH2:29][N:24]([CH3:23])[CH2:25][CH2:26]1)=[O:5]. The yield is 0.150. (7) The product is [OH:9][C:8]1[C:3]([C:2]([C:11]2[CH:12]=[CH:13][CH:14]=[CH:15][CH:16]=2)=[O:1])=[N:4][C:5]([CH3:10])=[CH:6][CH:7]=1. The yield is 0.800. The reactants are [OH:1][CH:2]([C:11]1[CH:16]=[CH:15][CH:14]=[CH:13][CH:12]=1)[C:3]1[C:8]([OH:9])=[CH:7][CH:6]=[C:5]([CH3:10])[N:4]=1.ClCCl. The catalyst is CO.[O-2].[O-2].[Mn+4].